Task: Predict the product of the given reaction.. Dataset: Forward reaction prediction with 1.9M reactions from USPTO patents (1976-2016) Given the reactants C(=O)(O)[O-].[Na+].Cl.[NH2:7][OH:8].[CH3:9][C:10]([S:20]([CH3:23])(=[O:22])=[O:21])([CH2:16][CH2:17][CH:18]=O)[C:11]([O:13][CH2:14][CH3:15])=[O:12], predict the reaction product. The product is: [OH:8][N:7]=[CH:18][CH2:17][CH2:16][C:10]([CH3:9])([S:20]([CH3:23])(=[O:22])=[O:21])[C:11]([O:13][CH2:14][CH3:15])=[O:12].